Dataset: Reaction yield outcomes from USPTO patents with 853,638 reactions. Task: Predict the reaction yield, written as a fraction of the theoretical maximum amount of product (1.0 means a 100% yield; for example, 0.34 means a 34% yield). (1) The reactants are [CH2:1]([O:8][C:9](=[O:24])[NH:10][CH:11]([C:17](=[O:23])[NH:18][CH2:19][CH2:20][CH:21]=O)[CH:12]([OH:16])[CH:13]([CH3:15])[CH3:14])[C:2]1[CH:7]=[CH:6][CH:5]=[CH:4][CH:3]=1.[NH2:25][C@@H:26]([C@H:34]([C@@H:36]1[C@@H:40]([O:41][Si:42]([C:45]([CH3:48])([CH3:47])[CH3:46])([CH3:44])[CH3:43])[C@@H:39]([O:49][Si:50]([C:53]([CH3:56])([CH3:55])[CH3:54])([CH3:52])[CH3:51])[C@H:38]([N:57]2[CH:62]=[CH:61][C:60](=[O:63])[N:59]([CH2:64][C:65]3[CH:70]=[CH:69][C:68]([O:71][CH3:72])=[CH:67][CH:66]=3)[C:58]2=[O:73])[O:37]1)[OH:35])[C:27]([O:29][C:30]([CH3:33])([CH3:32])[CH3:31])=[O:28].C(O[BH-](OC(=O)C)OC(=O)C)(=O)C.[Na+].C(=O)([O-])[O-].[Na+].[Na+]. The catalyst is O1CCCC1.C(O)(=O)C. The product is [Si:42]([O:41][C@H:40]1[C@@H:39]([O:49][Si:50]([C:53]([CH3:55])([CH3:56])[CH3:54])([CH3:51])[CH3:52])[C@H:38]([N:57]2[CH:62]=[CH:61][C:60](=[O:63])[N:59]([CH2:64][C:65]3[CH:70]=[CH:69][C:68]([O:71][CH3:72])=[CH:67][CH:66]=3)[C:58]2=[O:73])[O:37][CH:36]1[C@H:34]([OH:35])[C@@H:26]([C:27]([O:29][C:30]([CH3:33])([CH3:32])[CH3:31])=[O:28])[NH:25][CH2:21][CH2:20][CH2:19][NH:18][C:17](=[O:23])[C@H:11]([C@@H:12]([OH:16])[CH:13]([CH3:15])[CH3:14])[NH:10][C:9](=[O:24])[O:8][CH2:1][C:2]1[CH:7]=[CH:6][CH:5]=[CH:4][CH:3]=1)([C:45]([CH3:46])([CH3:47])[CH3:48])([CH3:44])[CH3:43]. The yield is 0.600. (2) The reactants are [Br:1][C:2]1[CH:9]=[CH:8][C:5]([NH:6][CH3:7])=[C:4]([N+:10]([O-:12])=[O:11])[CH:3]=1.N1C=CC=CC=1.[C:19](Cl)(=[O:26])[C:20]1[CH:25]=[CH:24][CH:23]=[CH:22][CH:21]=1. The catalyst is C(OCC)(=O)C. The product is [Br:1][C:2]1[CH:9]=[CH:8][C:5]([N:6]([CH3:7])[C:19](=[O:26])[C:20]2[CH:25]=[CH:24][CH:23]=[CH:22][CH:21]=2)=[C:4]([N+:10]([O-:12])=[O:11])[CH:3]=1. The yield is 0.960. (3) The reactants are [Cl:1][C:2]1[CH:3]=[C:4]([NH:18][C:19]2[C:28]3[C:23](=[CH:24][C:25](F)=[C:26]([O:29][CH3:30])[CH:27]=3)[N:22]=[CH:21][C:20]=2[C:32]#[N:33])[CH:5]=[CH:6][C:7]=1[S:8][C:9]1[N:10]([CH2:16][CH3:17])[C:11]([CH3:15])=[C:12]([CH3:14])[N:13]=1.[NH2:34][CH2:35][CH2:36][CH2:37][N:38]1[CH2:43][CH2:42][N:41]([CH3:44])[CH2:40][CH2:39]1. The catalyst is CN1C(=O)CCC1. The product is [Cl:1][C:2]1[CH:3]=[C:4]([NH:18][C:19]2[C:28]3[C:23](=[CH:24][C:25]([NH:34][CH2:35][CH2:36][CH2:37][N:38]4[CH2:39][CH2:40][N:41]([CH3:44])[CH2:42][CH2:43]4)=[C:26]([O:29][CH3:30])[CH:27]=3)[N:22]=[CH:21][C:20]=2[C:32]#[N:33])[CH:5]=[CH:6][C:7]=1[S:8][C:9]1[N:10]([CH2:16][CH3:17])[C:11]([CH3:15])=[C:12]([CH3:14])[N:13]=1. The yield is 0.450. (4) The reactants are ClC1C=C([N:13]([CH:23]2[CH2:25][CH2:24]2)[CH2:14][C:15]2[CH:20]=[CH:19][C:18]([O:21][CH3:22])=[CH:17][CH:16]=2)C2N(C(C#N)=CN=2)N=1.NC1C=CC(C)=C(NC(=O)C)C=1.CC1(C)C2C(=C(P(C3C=CC=CC=3)C3C=CC=CC=3)C=CC=2)OC2C(P(C3C=CC=CC=3)C3C=CC=CC=3)=CC=CC1=2.C([SiH](CC)CC)C.C(O)(C(F)(F)F)=O. The catalyst is C(Cl)Cl.[Cu]I.C1C=CC(/C=C/C(/C=C/C2C=CC=CC=2)=O)=CC=1.C1C=CC(/C=C/C(/C=C/C2C=CC=CC=2)=O)=CC=1.C1C=CC(/C=C/C(/C=C/C2C=CC=CC=2)=O)=CC=1.[Pd].[Pd].CC(N(C)C)=O. The product is [CH3:22][O:21][C:18]1[CH:19]=[CH:20][C:15]([CH2:14][NH:13][CH:23]2[CH2:25][CH2:24]2)=[CH:16][CH:17]=1. The yield is 1.00. (5) The reactants are [NH2:1][C:2]1[CH:3]=[N:4][CH:5]=[C:6]([CH3:8])[CH:7]=1.N1C=CC=CC=1.Cl[C:16]([O:18][C:19]1[CH:24]=[CH:23][CH:22]=[CH:21][CH:20]=1)=[O:17]. The catalyst is C1COCC1.O.C(OCC)(=O)C. The product is [CH3:8][C:6]1[CH:7]=[C:2]([NH:1][C:16](=[O:17])[O:18][C:19]2[CH:24]=[CH:23][CH:22]=[CH:21][CH:20]=2)[CH:3]=[N:4][CH:5]=1. The yield is 0.710. (6) The reactants are C(OC([N:8]1[C:16]2[C:11](=[CH:12][C:13]([N:17](C(OC(C)(C)C)=O)[C:18]3[CH:23]=[CH:22][N:21]=[C:20]([C:24]4[CH:29]=[CH:28][CH:27]=[C:26]([O:30][CH2:31][CH:32]5[CH2:37][CH2:36][CH2:35][N:34](C(OC(C)(C)C)=O)[CH2:33]5)[CH:25]=4)[N:19]=3)=[CH:14][CH:15]=2)[CH:10]=[N:9]1)=O)(C)(C)C. The catalyst is C(O)(C(F)(F)F)C(F)(F)F. The product is [NH:34]1[CH2:35][CH2:36][CH2:37][CH:32]([CH2:31][O:30][C:26]2[CH:25]=[C:24]([C:20]3[N:19]=[C:18]([NH:17][C:13]4[CH:12]=[C:11]5[C:16](=[CH:15][CH:14]=4)[NH:8][N:9]=[CH:10]5)[CH:23]=[CH:22][N:21]=3)[CH:29]=[CH:28][CH:27]=2)[CH2:33]1. The yield is 0.700. (7) The reactants are C(OC(=O)[NH:7][CH2:8][CH2:9][CH2:10][CH2:11][NH:12][C:13](=[O:39])[CH2:14][C@@H:15]1[N:21]=[C:20]([C:22]2[CH:27]=[CH:26][C:25]([Cl:28])=[CH:24][CH:23]=2)[C:19]2[CH:29]=[C:30]([O:33][CH3:34])[CH:31]=[CH:32][C:18]=2[N:17]2[C:35]([CH3:38])=[N:36][N:37]=[C:16]12)(C)(C)C.C(O)(C(F)(F)F)=O. The catalyst is C(Cl)Cl. The product is [NH2:7][CH2:8][CH2:9][CH2:10][CH2:11][NH:12][C:13](=[O:39])[CH2:14][C@@H:15]1[N:21]=[C:20]([C:22]2[CH:23]=[CH:24][C:25]([Cl:28])=[CH:26][CH:27]=2)[C:19]2[CH:29]=[C:30]([O:33][CH3:34])[CH:31]=[CH:32][C:18]=2[N:17]2[C:35]([CH3:38])=[N:36][N:37]=[C:16]12. The yield is 0.608. (8) No catalyst specified. The reactants are [F:1][C:2]1[CH:3]=[C:4]([C:10]2[C:15]([C:16]3[CH:21]=[CH:20][C:19]([O:22][CH3:23])=[C:18]([F:24])[CH:17]=3)=[N:14][NH:13][C:12](=[O:25])[CH:11]=2)[CH:5]=[CH:6][C:7]=1[O:8][CH3:9].[Cl:26][C:27]1[CH:36]=[CH:35][C:30]([CH:31]=[CH:32][CH2:33]Cl)=[CH:29][CH:28]=1. The yield is 0.429. The product is [F:1][C:2]1[CH:3]=[C:4]([C:10]2[C:15]([C:16]3[CH:21]=[CH:20][C:19]([O:22][CH3:23])=[C:18]([F:24])[CH:17]=3)=[N:14][N:13]([CH2:33][CH:32]=[CH:31][C:30]3[CH:35]=[CH:36][C:27]([Cl:26])=[CH:28][CH:29]=3)[C:12](=[O:25])[CH:11]=2)[CH:5]=[CH:6][C:7]=1[O:8][CH3:9]. (9) The reactants are [CH3:1][NH:2][CH3:3].[H-].[Na+].[Cl:6][C:7]1[CH:12]=[C:11]([CH2:13]Cl)[CH:10]=[C:9]([Cl:15])[C:8]=1[C:16]1[NH:17][C:18]2[C:24]3[CH:25]=[CH:26][N:27]=[CH:28][C:23]=3[NH:22][C:21]3[N:29]=[CH:30][CH:31]=[CH:32][C:20]=3[C:19]=2[N:33]=1. The catalyst is CN(C)C=O.CO. The product is [Cl:6][C:7]1[CH:12]=[C:11]([CH2:13][N:2]([CH3:3])[CH3:1])[CH:10]=[C:9]([Cl:15])[C:8]=1[C:16]1[NH:17][C:18]2[C:24]3[CH:25]=[CH:26][N:27]=[CH:28][C:23]=3[NH:22][C:21]3[N:29]=[CH:30][CH:31]=[CH:32][C:20]=3[C:19]=2[N:33]=1. The yield is 0.310.